The task is: Predict the reaction yield, written as a fraction of the theoretical maximum amount of product (1.0 means a 100% yield; for example, 0.34 means a 34% yield).. This data is from Reaction yield outcomes from USPTO patents with 853,638 reactions. (1) The product is [Cl:11][C:4]1[CH:3]=[C:2]([N:25]([CH3:26])[C@@H:15]2[C@H:14]([CH3:13])[CH2:19][CH2:18][N:17]([C:20](=[O:24])[CH2:21][C:22]#[N:23])[CH2:16]2)[N:7]2[CH:8]=[CH:9][N:10]=[C:6]2[N:5]=1. The catalyst is O1CCOCC1. The yield is 0.0938. The reactants are Cl[C:2]1[N:7]2[CH:8]=[CH:9][N:10]=[C:6]2[N:5]=[C:4]([Cl:11])[CH:3]=1.Cl.[CH3:13][C@@H:14]1[CH2:19][CH2:18][N:17]([C:20](=[O:24])[CH2:21][C:22]#[N:23])[CH2:16][C@@H:15]1[NH:25][CH3:26].C(=O)([O-])O.[Na+].O. (2) The reactants are [C:1]([C:5]1[CH:10]=[CH:9][C:8]([C:11]2[N:12]([C:31]3[CH:36]=[CH:35][C:34](B4OC(C)(C)C(C)(C)O4)=[CH:33][CH:32]=3)[CH:13]=[CH:14][C:15]=2[C:16]2[CH:21]=[CH:20][C:19](B3OC(C)(C)C(C)(C)O3)=[CH:18][CH:17]=2)=[CH:7][CH:6]=1)([CH3:4])([CH3:3])[CH3:2].Br[C:47]1[NH:51][C:50]([C@@H:52]2[CH2:56][CH2:55][CH2:54][N:53]2[C:57]([O:59][C:60]([CH3:63])([CH3:62])[CH3:61])=[O:58])=[N:49][CH:48]=1.ClCCl.[C:67](=[O:70])([O-])[O-:68].[Na+].[Na+]. The catalyst is C1C=CC(P(C2C=CC=CC=2)[C-]2C=CC=C2)=CC=1.C1C=CC(P(C2C=CC=CC=2)[C-]2C=CC=C2)=CC=1.Cl[Pd]Cl.[Fe+2].O.C1(C)C=CC=CC=1.C(O)C. The product is [C:1]([C:5]1[CH:10]=[CH:9][C:8]([C:11]2[N:12]([C:31]3[CH:36]=[CH:35][C:34]([C:47]4[N:51]=[C:50]([C@@H:52]5[CH2:56][CH2:55][CH2:54][N:53]5[C:67]([O:68][C:60]([CH3:63])([CH3:62])[CH3:61])=[O:70])[NH:49][CH:48]=4)=[CH:33][CH:32]=3)[CH:13]=[CH:14][C:15]=2[C:16]2[CH:17]=[CH:18][C:19]([C:47]3[N:51]=[C:50]([C@@H:52]4[CH2:56][CH2:55][CH2:54][N:53]4[C:57]([O:59][C:60]([CH3:63])([CH3:62])[CH3:61])=[O:58])[NH:49][CH:48]=3)=[CH:20][CH:21]=2)=[CH:7][CH:6]=1)([CH3:2])([CH3:4])[CH3:3]. The yield is 0.0900. (3) The reactants are [C:1]([C:3]1[CH:8]=[CH:7][C:6]([NH:9][C:10]([CH:12]2[NH:16][CH:15]([CH2:17][C:18]([CH3:21])([CH3:20])[CH3:19])[C:14]3([C:29]4[C:24](=[C:25]([F:31])[C:26]([Cl:30])=[CH:27][CH:28]=4)[NH:23][C:22]3=[O:32])[CH:13]2[C:33]2[CH:38]=[CH:37][CH:36]=[C:35]([Cl:39])[C:34]=2[F:40])=[O:11])=[CH:5][CH:4]=1)#[N:2].[OH:41]O.[OH-].[Na+]. The catalyst is CS(C)=O. The product is [C:1]([C:3]1[CH:4]=[CH:5][C:6]([NH:9][C:10]([CH:12]2[NH:16][CH:15]([CH2:17][C:18]([CH3:21])([CH3:20])[CH3:19])[C:14]3([C:29]4[C:24](=[C:25]([F:31])[C:26]([Cl:30])=[CH:27][CH:28]=4)[NH:23][C:22]3=[O:32])[CH:13]2[C:33]2[CH:38]=[CH:37][CH:36]=[C:35]([Cl:39])[C:34]=2[F:40])=[O:11])=[CH:7][CH:8]=1)(=[O:41])[NH2:2]. The yield is 0.930. (4) The reactants are [Cl-].[Al+3].[Cl-].[Cl-].[CH3:5][O:6][C:7]1[CH:8]=[C:9]([C:12]([O:17]C)=[CH:13][C:14]=1[O:15][CH3:16])[CH:10]=[O:11].O.Cl. The catalyst is ClCCl. The product is [CH3:5][O:6][C:7]1[CH:8]=[C:9]([C:12]([OH:17])=[CH:13][C:14]=1[O:15][CH3:16])[CH:10]=[O:11]. The yield is 0.770. (5) The reactants are [Cl:1][C:2]1[CH:7]=[C:6]([Cl:8])[CH:5]=[CH:4][C:3]=1[NH:9][C:10]1[N:14]([CH2:15][C:16]([F:20])([F:19])[CH2:17]O)[C:13]2[C:21]([N:25]([CH2:28][CH3:29])[CH2:26][CH3:27])=[CH:22][CH:23]=[CH:24][C:12]=2[N:11]=1.CS(Cl)(=O)=O.C(=O)([O-])[O-].[K+].[K+]. The catalyst is N1C=CC=CC=1.O. The product is [Cl:1][C:2]1[CH:7]=[C:6]([Cl:8])[CH:5]=[CH:4][C:3]=1[N:9]1[C:10]2=[N:11][C:12]3[C:13](=[C:21]([N:25]([CH2:28][CH3:29])[CH2:26][CH3:27])[CH:22]=[CH:23][CH:24]=3)[N:14]2[CH2:15][C:16]([F:20])([F:19])[CH2:17]1. The yield is 0.510. (6) The reactants are [CH3:1][O:2][C:3]1[C:4](C(O)=O)=[CH:5][C:6]2[C:11]([CH:12]=1)=[CH:10][CH:9]=[CH:8][CH:7]=2.CC[N:18]([CH2:21]C)CC.C1C=CC(P(N=[N+]=[N-])(C2C=CC=CC=2)=[O:30])=CC=1.[CH2:40]([OH:47])[C:41]1[CH:46]=[CH:45][CH:44]=[CH:43][CH:42]=1. The catalyst is C1(C)C=CC=CC=1. The product is [C:21]([NH:18][C:5]1[C:6]2[C:11](=[CH:10][CH:9]=[CH:8][CH:7]=2)[CH:12]=[C:3]([O:2][CH3:1])[CH:4]=1)([O:47][CH2:40][C:41]1[CH:46]=[CH:45][CH:44]=[CH:43][CH:42]=1)=[O:30]. The yield is 1.00.